The task is: Predict the reaction yield, written as a fraction of the theoretical maximum amount of product (1.0 means a 100% yield; for example, 0.34 means a 34% yield).. This data is from Reaction yield outcomes from USPTO patents with 853,638 reactions. (1) The reactants are [CH3:1][C:2]([CH3:34])([CH3:33])[CH2:3][C:4]([NH:6][C:7]1[C:8]([CH3:32])=[C:9]([CH3:31])[C:10]2[O:14][CH2:13][CH:12]([C:15]3[CH:20]=[CH:19][C:18]([CH:21]([CH3:28])[CH2:22][C:23]([O:25]CC)=[O:24])=[CH:17][CH:16]=3)[C:11]=2[C:29]=1[CH3:30])=[O:5].[OH-].[Na+].C1COCC1.Cl. The catalyst is CO. The product is [CH3:33][C:2]([CH3:1])([CH3:34])[CH2:3][C:4]([NH:6][C:7]1[C:8]([CH3:32])=[C:9]([CH3:31])[C:10]2[O:14][CH2:13][CH:12]([C:15]3[CH:20]=[CH:19][C:18]([CH:21]([CH3:28])[CH2:22][C:23]([OH:25])=[O:24])=[CH:17][CH:16]=3)[C:11]=2[C:29]=1[CH3:30])=[O:5]. The yield is 0.740. (2) The reactants are [CH3:1][O:2][C:3]1[CH:4]=[C:5]2[C:10](=[CH:11][C:12]=1[O:13][CH3:14])[N:9]=[CH:8][CH:7]=[C:6]2[O:15][C:16]1[C:17]([C:23]2[CH:24]=[N:25][NH:26][CH:27]=2)=[N:18][C:19]([CH3:22])=[CH:20][CH:21]=1.[H-].[Na+].[CH3:30]I.O. The catalyst is CN(C)C=O. The product is [CH3:1][O:2][C:3]1[CH:4]=[C:5]2[C:10](=[CH:11][C:12]=1[O:13][CH3:14])[N:9]=[CH:8][CH:7]=[C:6]2[O:15][C:16]1[C:17]([C:23]2[CH:24]=[N:25][N:26]([CH3:30])[CH:27]=2)=[N:18][C:19]([CH3:22])=[CH:20][CH:21]=1. The yield is 0.730. (3) The yield is 0.954. No catalyst specified. The reactants are CO[CH:3](OC)[CH2:4][NH:5][C:6](=[O:22])[C@H:7]([NH:11][C:12](=[O:21])[O:13][CH2:14][C:15]1[CH:20]=[CH:19][CH:18]=[CH:17][CH:16]=1)[CH:8]([CH3:10])[CH3:9].C(O)(C(F)(F)F)=O.O.C([O-])([O-])=O.[Na+].[Na+]. The product is [CH:8]([C@@H:7]1[C:6](=[O:22])[NH:5][CH:4]=[CH:3][N:11]1[C:12]([O:13][CH2:14][C:15]1[CH:16]=[CH:17][CH:18]=[CH:19][CH:20]=1)=[O:21])([CH3:9])[CH3:10].